From a dataset of Forward reaction prediction with 1.9M reactions from USPTO patents (1976-2016). Predict the product of the given reaction. (1) Given the reactants C1(S([CH:10]2[CH:14]([C:15]3[CH:20]=[CH:19][CH:18]=[CH:17][N:16]=3)O[CH:12]=[N:11]2)(=O)=O)C=CC=CC=1.[NH3:21], predict the reaction product. The product is: [NH:11]1[CH:10]=[C:14]([C:15]2[CH:20]=[CH:19][CH:18]=[CH:17][N:16]=2)[N:21]=[CH:12]1. (2) Given the reactants [CH3:1][O:2][CH2:3][CH2:4][CH2:5][C:6]([NH:8][NH:9][C:10](=[O:23])[C:11]1[CH:16]=[CH:15][C:14]([C:17]2[CH:22]=[CH:21][CH:20]=[CH:19][CH:18]=2)=[N:13][CH:12]=1)=O, predict the reaction product. The product is: [CH3:1][O:2][CH2:3][CH2:4][CH2:5][C:6]1[O:23][C:10]([C:11]2[CH:16]=[CH:15][C:14]([C:17]3[CH:18]=[CH:19][CH:20]=[CH:21][CH:22]=3)=[N:13][CH:12]=2)=[N:9][N:8]=1. (3) Given the reactants [CH2:1]([O:8][C:9]1[CH:14]=[C:13]([N:15]2[CH:19]=[C:18]([F:20])[C:17]([F:21])=[CH:16]2)[CH:12]=[CH:11][C:10]=1[N:22]1[CH:27]=[C:26]([O:28][CH3:29])[C:25](=[O:30])[C:24]([C:31]([O:33]C)=[O:32])=[N:23]1)[C:2]1[CH:7]=[CH:6][CH:5]=[CH:4][CH:3]=1.[OH-].[Na+].C1COCC1.Cl, predict the reaction product. The product is: [CH2:1]([O:8][C:9]1[CH:14]=[C:13]([N:15]2[CH:19]=[C:18]([F:20])[C:17]([F:21])=[CH:16]2)[CH:12]=[CH:11][C:10]=1[N:22]1[CH:27]=[C:26]([O:28][CH3:29])[C:25](=[O:30])[C:24]([C:31]([OH:33])=[O:32])=[N:23]1)[C:2]1[CH:7]=[CH:6][CH:5]=[CH:4][CH:3]=1.